Task: Predict the reactants needed to synthesize the given product.. Dataset: Full USPTO retrosynthesis dataset with 1.9M reactions from patents (1976-2016) (1) Given the product [NH2:27][C:25]1[C:26]2[C:18]([C:15]3[CH:16]=[CH:17][C:12]([NH:11][C:9]([NH:8][CH2:1][C:2]4[CH:7]=[CH:6][CH:5]=[CH:4][CH:3]=4)=[O:10])=[C:13]([O:33][CH3:34])[CH:14]=3)=[CH:19][N:20]([CH:28]3[CH2:29][CH2:30][CH2:31][CH2:32]3)[C:21]=2[N:22]=[CH:23][N:24]=1, predict the reactants needed to synthesize it. The reactants are: [CH2:1]([N:8]=[C:9]=[O:10])[C:2]1[CH:7]=[CH:6][CH:5]=[CH:4][CH:3]=1.[NH2:11][C:12]1[CH:17]=[CH:16][C:15]([C:18]2[C:26]3[C:25]([NH2:27])=[N:24][CH:23]=[N:22][C:21]=3[N:20]([CH:28]3[CH2:32][CH2:31][CH2:30][CH2:29]3)[CH:19]=2)=[CH:14][C:13]=1[O:33][CH3:34].C(N(CC)C(C)C)(C)C. (2) Given the product [NH2:16][C:15]1([C:13]2[N:14]=[C:9]([N:8]([CH2:17][C:18]3[CH:19]=[CH:20][C:21]([O:24][CH3:25])=[CH:22][CH:23]=3)[CH2:7][C:6]3[CH:5]=[CH:4][C:3]([O:2][CH3:1])=[CH:27][CH:26]=3)[CH:10]=[CH:11][CH:12]=2)[CH2:29][CH2:28]1, predict the reactants needed to synthesize it. The reactants are: [CH3:1][O:2][C:3]1[CH:27]=[CH:26][C:6]([CH2:7][N:8]([CH2:17][C:18]2[CH:23]=[CH:22][C:21]([O:24][CH3:25])=[CH:20][CH:19]=2)[C:9]2[N:14]=[C:13]([C:15]#[N:16])[CH:12]=[CH:11][CH:10]=2)=[CH:5][CH:4]=1.[CH3:28][CH2:29][Mg+].[Br-].O. (3) Given the product [CH2:17]([O:16][C:14](=[O:15])[CH:13]([F:19])[CH:6]([C:5]1[CH:8]=[CH:9][C:2]([Cl:1])=[CH:3][CH:4]=1)[OH:7])[CH3:18], predict the reactants needed to synthesize it. The reactants are: [Cl:1][C:2]1[CH:9]=[CH:8][C:5]([CH:6]=[O:7])=[CH:4][CH:3]=1.II.Br[CH:13]([F:19])[C:14]([O:16][CH2:17][CH3:18])=[O:15].Cl. (4) Given the product [C:20]1([CH2:19][CH2:18][CH2:17][CH:16]([NH:15][C:14]([CH:11]2[CH2:12][CH2:13][N:8]([CH3:6])[CH2:9][CH2:10]2)=[O:35])[CH2:26][CH2:27][CH2:28][C:29]2[CH:30]=[CH:31][CH:32]=[CH:33][CH:34]=2)[CH:21]=[CH:22][CH:23]=[CH:24][CH:25]=1, predict the reactants needed to synthesize it. The reactants are: C(O[C:6]([N:8]1[CH2:13][CH2:12][CH:11]([C:14](=[O:35])[NH:15][CH:16]([CH2:26][CH2:27][CH2:28][C:29]2[CH:34]=[CH:33][CH:32]=[CH:31][CH:30]=2)[CH2:17][CH2:18][CH2:19][C:20]2[CH:25]=[CH:24][CH:23]=[CH:22][CH:21]=2)[CH2:10][CH:9]1C)=O)(C)(C)C.FC(F)(F)C(O)=O. (5) Given the product [CH2:39]([N:36]1[CH2:35][CH2:34][N:33]([C:31]([C@:14]23[CH2:26][CH2:25][C@@H:24]([C:27]4([CH3:30])[CH2:28][CH2:29]4)[C@@H:15]2[C@@H:16]2[C@@:11]([CH3:41])([CH2:12][CH2:13]3)[C@@:10]3([CH3:42])[C@@H:19]([C@:20]4([CH3:23])[C@@H:7]([CH2:8][CH2:9]3)[C:6]([CH3:43])([CH3:44])[C@@H:5]([OH:4])[CH2:22][CH2:21]4)[CH2:18][CH2:17]2)=[O:32])[CH2:38][CH2:37]1)[CH3:40], predict the reactants needed to synthesize it. The reactants are: C([O:4][C@H:5]1[CH2:22][CH2:21][C@@:20]2([CH3:23])[C@@H:7]([CH2:8][CH2:9][C@:10]3([CH3:42])[C@@H:19]2[CH2:18][CH2:17][C@H:16]2[C@@:11]3([CH3:41])[CH2:12][CH2:13][C@@:14]3([C:31]([N:33]4[CH2:38][CH2:37][N:36]([CH2:39][CH3:40])[CH2:35][CH2:34]4)=[O:32])[CH2:26][CH2:25][C@@H:24]([C:27]4([CH3:30])[CH2:29][CH2:28]4)[C@@H:15]32)[C:6]1([CH3:44])[CH3:43])(=O)C.C(=O)([O-])[O-].[K+].[K+]. (6) Given the product [Br:18][C:19]1[CH:24]=[CH:23][C:22]([NH:25][C:26]2[O:10][C:3]3[C:4]([CH3:9])=[CH:5][C:6]([CH3:8])=[CH:7][C:2]=3[N:1]=2)=[CH:21][CH:20]=1, predict the reactants needed to synthesize it. The reactants are: [NH2:1][C:2]1[CH:7]=[C:6]([CH3:8])[CH:5]=[C:4]([CH3:9])[C:3]=1[OH:10].C(N(CC)CC)C.[Br:18][C:19]1[CH:24]=[CH:23][C:22]([N:25]=[C:26]=S)=[CH:21][CH:20]=1. (7) Given the product [OH:1][C:2]1[CH:7]=[CH:6][C:5]([C:8](=[C:20]2[CH2:25][C:24]([CH3:27])([CH3:26])[CH2:23][C:22]([CH3:29])([CH3:28])[CH2:21]2)[C:9]2[CH:14]=[CH:13][C:12](/[CH:15]=[CH:16]/[C:17]([NH2:36])=[O:18])=[CH:11][CH:10]=2)=[CH:4][CH:3]=1, predict the reactants needed to synthesize it. The reactants are: [OH:1][C:2]1[CH:7]=[CH:6][C:5]([C:8](=[C:20]2[CH2:25][C:24]([CH3:27])([CH3:26])[CH2:23][C:22]([CH3:29])([CH3:28])[CH2:21]2)[C:9]2[CH:14]=[CH:13][C:12](/[CH:15]=[CH:16]/[C:17](O)=[O:18])=[CH:11][CH:10]=2)=[CH:4][CH:3]=1.C(Cl)(=O)C(Cl)=O.[NH3:36].